This data is from Forward reaction prediction with 1.9M reactions from USPTO patents (1976-2016). The task is: Predict the product of the given reaction. (1) Given the reactants O.[NH2:2][NH2:3].[CH3:4][C:5]1[C:6]([C:25](OC)=[O:26])=[C:7]([NH:10][C:11](=[O:24])[CH2:12][N:13]2[C:22]3[C:17](=[CH:18][CH:19]=[CH:20][CH:21]=3)[CH2:16][CH2:15][C:14]2=[O:23])[S:8][CH:9]=1, predict the reaction product. The product is: [NH:2]([C:25]([C:6]1[C:5]([CH3:4])=[CH:9][S:8][C:7]=1[NH:10][C:11](=[O:24])[CH2:12][N:13]1[C:22]2[C:17](=[CH:18][CH:19]=[CH:20][CH:21]=2)[CH2:16][CH2:15][C:14]1=[O:23])=[O:26])[NH2:3]. (2) Given the reactants [CH3:1][O:2][C:3]1[N:8]=[CH:7][C:6]([C:9]2[CH:10]=[C:11]3[C:15](=[CH:16][CH:17]=2)[NH:14][C:13](=[O:18])[CH2:12]3)=[C:5]([CH3:19])[CH:4]=1.[H-].[Na+].C1C=CC(N([S:29]([C:32]([F:35])([F:34])[F:33])(=[O:31])=[O:30])[S:29]([C:32]([F:35])([F:34])[F:33])(=[O:31])=[O:30])=CC=1, predict the reaction product. The product is: [F:33][C:32]([F:35])([F:34])[S:29]([O:18][C:13]1[N:14]([S:29]([C:32]([F:33])([F:34])[F:35])(=[O:30])=[O:31])[C:15]2[C:11]([CH:12]=1)=[CH:10][C:9]([C:6]1[CH:7]=[N:8][C:3]([O:2][CH3:1])=[CH:4][C:5]=1[CH3:19])=[CH:17][CH:16]=2)(=[O:31])=[O:30]. (3) Given the reactants [OH-].[K+].[C:3]([C:6]1[CH:7]=[CH:8][C:9]2[N:10]([N:12]=[C:13]([C:26]3[CH:31]=[CH:30][CH:29]=[CH:28][CH:27]=3)[C:14]=2[CH2:15][C:16]2[N:21]=[C:20]([C:22]([O:24]C)=[O:23])[CH:19]=[CH:18][CH:17]=2)[CH:11]=1)(=[O:5])[CH3:4].Cl, predict the reaction product. The product is: [C:3]([C:6]1[CH:7]=[CH:8][C:9]2[N:10]([N:12]=[C:13]([C:26]3[CH:31]=[CH:30][CH:29]=[CH:28][CH:27]=3)[C:14]=2[CH2:15][C:16]2[N:21]=[C:20]([C:22]([OH:24])=[O:23])[CH:19]=[CH:18][CH:17]=2)[CH:11]=1)(=[O:5])[CH3:4]. (4) Given the reactants [N:1]1([CH2:10][O:11][C:12]2[CH:19]=[CH:18][C:17]([Cl:20])=[CH:16][C:13]=2[CH:14]=[O:15])[C:5]2[CH:6]=[CH:7][CH:8]=[CH:9][C:4]=2[N:3]=[N:2]1.[I-].[CH3:22][S+](C)C, predict the reaction product. The product is: [Cl:20][C:17]1[CH:18]=[CH:19][C:12]([O:11][CH2:10][N:1]2[C:5]3[CH:6]=[CH:7][CH:8]=[CH:9][C:4]=3[N:3]=[N:2]2)=[C:13]([CH:14]2[CH2:22][O:15]2)[CH:16]=1.